Task: Predict the reaction yield, written as a fraction of the theoretical maximum amount of product (1.0 means a 100% yield; for example, 0.34 means a 34% yield).. Dataset: Reaction yield outcomes from USPTO patents with 853,638 reactions (1) The reactants are [O:1]1[C:5](=[O:6])[CH2:4][CH2:3][C:2]1=[O:7].[Al+3].[Cl-].[Cl-].[Cl-].[NH:12]1[CH:16]=[CH:15][CH:14]=[C:13]1[C:17]([O:19][CH2:20][CH3:21])=[O:18]. The catalyst is ClCCCl. The product is [CH2:20]([O:19][C:17]([C:13]1[NH:12][CH:16]=[C:15]([C:2](=[O:7])[CH2:3][CH2:4][C:5]([OH:1])=[O:6])[CH:14]=1)=[O:18])[CH3:21]. The yield is 0.890. (2) The reactants are C(OC(=O)[NH:7][CH:8]([CH2:20][C:21]1[CH:26]=[CH:25][C:24]([Br:27])=[CH:23][CH:22]=1)[CH2:9][O:10][CH2:11][C:12]1[CH:17]=[CH:16][CH:15]=[CH:14][C:13]=1[CH2:18][Br:19])(C)(C)C.[C:29]([OH:35])([C:31]([F:34])([F:33])[F:32])=[O:30]. The catalyst is C(Cl)Cl. The product is [F:32][C:31]([F:34])([F:33])[C:29]([OH:35])=[O:30].[Br:19][CH2:18][C:13]1[CH:14]=[CH:15][CH:16]=[CH:17][C:12]=1[CH2:11][O:10][CH2:9][CH:8]([NH2:7])[CH2:20][C:21]1[CH:26]=[CH:25][C:24]([Br:27])=[CH:23][CH:22]=1. The yield is 0.950.